The task is: Predict the reaction yield, written as a fraction of the theoretical maximum amount of product (1.0 means a 100% yield; for example, 0.34 means a 34% yield).. This data is from Reaction yield outcomes from USPTO patents with 853,638 reactions. (1) The reactants are [NH:1]1[CH2:6][CH2:5][CH2:4][CH2:3][C@H:2]1[CH2:7][OH:8].C(N(CC)CC)C.[CH3:16][O:17][C:18]1[CH:23]=[C:22]([CH3:24])[C:21]([S:25](Cl)(=[O:27])=[O:26])=[C:20]([CH3:29])[CH:19]=1.Cl. The catalyst is ClCCl. The product is [CH3:16][O:17][C:18]1[CH:19]=[C:20]([CH3:29])[C:21]([S:25]([N:1]2[CH2:6][CH2:5][CH2:4][CH2:3][C@H:2]2[CH2:7][OH:8])(=[O:26])=[O:27])=[C:22]([CH3:24])[CH:23]=1. The yield is 0.200. (2) The reactants are Cl[C:2]1[CH:7]=[CH:6][N:5]=[C:4]2[NH:8][N:9]=[CH:10][C:3]=12.[NH:11]1[CH2:16][CH2:15][NH:14][CH2:13][CH2:12]1. No catalyst specified. The product is [N:11]1([C:2]2[CH:7]=[CH:6][N:5]=[C:4]3[NH:8][N:9]=[CH:10][C:3]=23)[CH2:16][CH2:15][NH:14][CH2:13][CH2:12]1. The yield is 0.680. (3) The reactants are [CH2:1]([C:4]1[NH:8][C:7]2[CH:9]=[CH:10][CH:11]=[CH:12][C:6]=2[N:5]=1)[CH2:2][CH3:3].Br[CH2:14][C:15]1[CH:35]=[CH:34][C:18]2/[C:19](=[C:30](/[CH3:33])\[C:31]#[N:32])/[C:20]3[CH:27]=[C:26]([F:28])[C:25]([F:29])=[CH:24][C:21]=3[O:22][CH2:23][C:17]=2[CH:16]=1. No catalyst specified. The product is [F:28][C:26]1[C:25]([F:29])=[CH:24][C:21]2[O:22][CH2:23][C:17]3[CH:16]=[C:15]([CH2:14][N:8]4[C:7]5[CH:9]=[CH:10][CH:11]=[CH:12][C:6]=5[N:5]=[C:4]4[CH2:1][CH2:2][CH3:3])[CH:35]=[CH:34][C:18]=3/[C:19](=[C:30](/[CH3:33])\[C:31]#[N:32])/[C:20]=2[CH:27]=1. The yield is 0.910. (4) The reactants are [CH3:1][O:2][C:3](=[O:20])[C:4]1[CH:18]=[C:17]([NH2:19])[CH:16]=[C:6]([C:7]([N:9]([CH2:13][CH2:14][CH3:15])[CH2:10][CH2:11][CH3:12])=[O:8])[CH:5]=1.CCN(CC)CC.[Cl:28][CH2:29][CH2:30][CH2:31][C:32](Cl)=[O:33]. The catalyst is C(Cl)Cl. The product is [CH3:1][O:2][C:3](=[O:20])[C:4]1[CH:18]=[C:17]([NH:19][C:32](=[O:33])[CH2:31][CH2:30][CH2:29][Cl:28])[CH:16]=[C:6]([C:7]([N:9]([CH2:10][CH2:11][CH3:12])[CH2:13][CH2:14][CH3:15])=[O:8])[CH:5]=1. The yield is 1.04. (5) The reactants are O=C(Cl)OC(Cl)(Cl)Cl.[Cl:9][C:10]1[CH:15]=[C:14]([F:16])[C:13]([N+:17]([O-:19])=[O:18])=[CH:12][C:11]=1[NH:20][CH2:21][C:22]1[C:23]([NH:30][CH3:31])=[N:24][C:25]([S:28][CH3:29])=[N:26][CH:27]=1.CCN(CC)CC.[C:39]([O-:42])([O-])=O.[Na+].[Na+]. The catalyst is O1CCOCC1.O. The product is [Cl:9][C:10]1[CH:15]=[C:14]([F:16])[C:13]([N+:17]([O-:19])=[O:18])=[CH:12][C:11]=1[N:20]1[CH2:21][C:22]2[C:23](=[N:24][C:25]([S:28][CH3:29])=[N:26][CH:27]=2)[N:30]([CH3:31])[C:39]1=[O:42]. The yield is 0.590. (6) The reactants are C[Si]([C:5]#[C:6][C:7]1[CH:16]=[CH:15][C:10]([C:11]([O:13][CH3:14])=[O:12])=[CH:9][CH:8]=1)(C)C.C(=O)([O-])[O-].[K+].[K+]. The catalyst is CO. The product is [C:6]([C:7]1[CH:16]=[CH:15][C:10]([C:11]([O:13][CH3:14])=[O:12])=[CH:9][CH:8]=1)#[CH:5]. The yield is 0.980. (7) The reactants are [CH2:1]([O:3][C:4](=[O:17])[C:5]#[C:6][C:7]1[CH:16]=[CH:15][C:14]2[C:9](=[CH:10][CH:11]=[CH:12][CH:13]=2)[CH:8]=1)[CH3:2].[C:18]([O:22][C:23]([N:25]1[C:34]2[C:29](=[CH:30][CH:31]=[C:32]([CH2:35][CH2:36][O:37][C:38]3[CH:39]=[C:40]4[C:44](=[CH:45][CH:46]=3)[NH:43][CH:42]=[CH:41]4)[N:33]=2)[CH2:28][CH2:27][CH2:26]1)=[O:24])([CH3:21])([CH3:20])[CH3:19]. No catalyst specified. The product is [C:18]([O:22][C:23]([N:25]1[C:34]2[C:29](=[CH:30][CH:31]=[C:32]([CH2:35][CH2:36][O:37][C:38]3[CH:39]=[C:40]4[C:44](=[CH:45][CH:46]=3)[N:43]([C:6]([C:7]3[CH:16]=[CH:15][C:14]5[C:9](=[CH:10][CH:11]=[CH:12][CH:13]=5)[CH:8]=3)=[CH:5][C:4]([O:3][CH2:1][CH3:2])=[O:17])[CH:42]=[CH:41]4)[N:33]=2)[CH2:28][CH2:27][CH2:26]1)=[O:24])([CH3:21])([CH3:19])[CH3:20]. The yield is 0.880. (8) The reactants are [CH2:1]([C:4]1[C:8]([CH2:9][CH2:10][CH2:11][CH2:12][OH:13])=[CH:7][N:6]([C:14]2[CH:19]=[CH:18][C:17]([C:20]([F:23])([F:22])[F:21])=[CH:16][N:15]=2)[N:5]=1)[CH2:2][CH3:3].O[C:25]1[CH:29]=[C:28]([CH2:30][CH2:31][C:32]([O:34]CC)=[O:33])[N:27]([CH3:37])[N:26]=1.C(P(CCCC)CCCC)CCC.N(C(N1CCCCC1)=O)=NC(N1CCCCC1)=O. The catalyst is O1CCCC1. The product is [CH3:37][N:27]1[C:28]([CH2:30][CH2:31][C:32]([OH:34])=[O:33])=[CH:29][C:25]([O:13][CH2:12][CH2:11][CH2:10][CH2:9][C:8]2[C:4]([CH2:1][CH2:2][CH3:3])=[N:5][N:6]([C:14]3[CH:19]=[CH:18][C:17]([C:20]([F:22])([F:21])[F:23])=[CH:16][N:15]=3)[CH:7]=2)=[N:26]1. The yield is 0.470. (9) The reactants are Cl[C:2]1[CH:7]=[C:6](I)[C:5]([Cl:9])=[CH:4][N:3]=1.[NH2:10][C:11]1[CH:18]=[C:17]([F:19])[CH:16]=[CH:15][C:12]=1C#N.[O-]P(OP(OP([O-])([O-])=O)([O-])=O)(=O)[O-].[K+].[K+].[K+].[K+].[K+].C1C=CC(P(C2C(OC3C(P(C4C=CC=CC=4)C4C=CC=CC=4)=CC=CC=3)=CC=CC=2)C2C=CC=CC=2)=CC=1.[CH3:77][C:78]1[CH:82]=[C:81]([NH2:83])[N:80]([CH:84]([CH3:86])[CH3:85])[N:79]=1.[C:87](=[O:90])([O-])[O-:88].[Cs+].[Cs+].[OH-].[Na+]. The catalyst is O1CCOCC1.C([O-])(=O)C.[Pd+2].C([O-])(=O)C.C(OCC)(=O)C. The product is [Cl:9][C:5]1[C:6]([NH:10][C:11]2[CH:18]=[C:17]([F:19])[CH:16]=[CH:15][C:12]=2[C:87]([OH:88])=[O:90])=[CH:7][C:2]([NH:83][C:81]2[N:80]([CH:84]([CH3:86])[CH3:85])[N:79]=[C:78]([CH3:77])[CH:82]=2)=[N:3][CH:4]=1. The yield is 0.339. (10) The reactants are O.[I-].[I:3]C1C=[C+]C2NC3C([Se]C=2C=1)=CC(I)=CC=3.[I-].[CH2:20]([N:23]([C:27]1[CH:28]=[CH:29][C:30]2[NH:31][C:32]3[C:37]([SeH+:38][C:39]=2[CH:40]=1)=[CH:36][C:35]([N:41]([CH2:45][CH2:46]C)[CH2:42][CH2:43]C)=[CH:34][CH:33]=3)[CH2:24][CH2:25]C)[CH2:21]C.C(N(CC)CC)C.C(NCC)C. The catalyst is CO. The product is [I-:3].[CH2:24]([N:23]([C:27]1[CH:28]=[CH:29][C:30]2[NH:31][C:32]3[C:37]([SeH+:38][C:39]=2[CH:40]=1)=[CH:36][C:35]([N:41]([CH2:42][CH3:43])[CH2:45][CH3:46])=[CH:34][CH:33]=3)[CH2:20][CH3:21])[CH3:25]. The yield is 0.220.